From a dataset of Reaction yield outcomes from USPTO patents with 853,638 reactions. Predict the reaction yield, written as a fraction of the theoretical maximum amount of product (1.0 means a 100% yield; for example, 0.34 means a 34% yield). The reactants are [Cl:1][C:2]1[CH:3]=[C:4]([C:9]2[N:13]([C:14]3[CH:19]=[CH:18][C:17]([O:20][CH3:21])=[CH:16][CH:15]=3)[N:12]=[C:11]([CH:22]=[C:23]([C:27]3[CH:28]=[C:29]([CH3:33])[CH:30]=[CH:31][CH:32]=3)[C:24]([OH:26])=[O:25])[CH:10]=2)[CH:5]=[CH:6][C:7]=1[Cl:8].C(OC(=O)C(C1C=C(C)C=CC=1)=CC1C=C(C2C=CC(Cl)=C(Cl)C=2)N(C2C=CC(OC)=CC=2)N=1)C.[Li+].[OH-]. No catalyst specified. The product is [Cl:1][C:2]1[CH:3]=[C:4]([C:9]2[N:13]([C:14]3[CH:15]=[CH:16][C:17]([O:20][CH3:21])=[CH:18][CH:19]=3)[N:12]=[C:11](/[CH:22]=[C:23](\[C:27]3[CH:28]=[C:29]([CH3:33])[CH:30]=[CH:31][CH:32]=3)/[C:24]([OH:26])=[O:25])[CH:10]=2)[CH:5]=[CH:6][C:7]=1[Cl:8]. The yield is 0.723.